Task: Predict the product of the given reaction.. Dataset: Forward reaction prediction with 1.9M reactions from USPTO patents (1976-2016) (1) The product is: [Cl:16][C:13]1[CH:14]=[CH:15][C:10]([CH:7]2[CH2:8][CH2:9][C:4]([CH2:1][CH:2]=[O:21])([C:17]([O:19][CH3:20])=[O:18])[CH2:5][CH2:6]2)=[CH:11][CH:12]=1. Given the reactants [CH2:1]([C:4]1([C:17]([O:19][CH3:20])=[O:18])[CH2:9][CH2:8][CH:7]([C:10]2[CH:15]=[CH:14][C:13]([Cl:16])=[CH:12][CH:11]=2)[CH2:6][CH2:5]1)[CH:2]=C.[O:21]=[O+][O-].O=O.CSC, predict the reaction product. (2) Given the reactants [NH2:1][C:2]1[CH:7]=[CH:6][CH:5]=[CH:4][C:3]=1[OH:8].C([O-])(=O)C.[Na+].[N+:14]([C:17]1[CH:22]=[CH:21][CH:20]=[C:19]([N+:23]([O-:25])=[O:24])[C:18]=1Cl)([O-:16])=[O:15], predict the reaction product. The product is: [N+:14]([C:17]1[CH:22]=[CH:21][CH:20]=[C:19]([N+:23]([O-:25])=[O:24])[C:18]=1[NH:1][C:2]1[CH:7]=[CH:6][CH:5]=[CH:4][C:3]=1[OH:8])([O-:16])=[O:15]. (3) Given the reactants [C:1]([O:5][C@@H:6]([C:11]1[C:38]([CH3:39])=[CH:37][C:36]2=[N:40][C:33]3=[CH:34][N:35]2[C:12]=1[N:13]1[CH2:44][CH2:43][C:16]([CH3:45])([O:17][CH2:18][CH2:19][CH2:20][CH2:21][CH2:22][O:23][C:24]2[CH:25]=[CH:26][C:27]([F:42])=[CH:28][C:29]=2[CH2:30][NH:31][C:32]3=[O:41])[CH2:15][CH2:14]1)[C:7]([O:9]C)=[O:8])([CH3:4])([CH3:3])[CH3:2].CO.O[Li].O, predict the reaction product. The product is: [C:1]([O:5][C@@H:6]([C:11]1[C:38]([CH3:39])=[CH:37][C:36]2=[N:40][C:33]3=[CH:34][N:35]2[C:12]=1[N:13]1[CH2:14][CH2:15][C:16]([CH3:45])([O:17][CH2:18][CH2:19][CH2:20][CH2:21][CH2:22][O:23][C:24]2[CH:25]=[CH:26][C:27]([F:42])=[CH:28][C:29]=2[CH2:30][NH:31][C:32]3=[O:41])[CH2:43][CH2:44]1)[C:7]([OH:9])=[O:8])([CH3:4])([CH3:2])[CH3:3].